This data is from Forward reaction prediction with 1.9M reactions from USPTO patents (1976-2016). The task is: Predict the product of the given reaction. Given the reactants [C:1]([C:9]1[CH:10]=[N:11][CH:12]=[CH:13][CH:14]=1)(=O)[C:2]1[CH:7]=[CH:6][CH:5]=[CH:4][CH:3]=1.C(OP([CH2:23][C:24]#[N:25])(=O)OCC)C.CC[O-].[Na+].[H-].[Na+].[NH4+].[Cl-], predict the reaction product. The product is: [C:2]1([C:1]([C:9]2[CH:10]=[N:11][CH:12]=[CH:13][CH:14]=2)=[CH:23][C:24]#[N:25])[CH:7]=[CH:6][CH:5]=[CH:4][CH:3]=1.